From a dataset of Full USPTO retrosynthesis dataset with 1.9M reactions from patents (1976-2016). Predict the reactants needed to synthesize the given product. (1) Given the product [C:11]([O:15][C:16]([NH:17][C@@H:18]1[CH2:23][CH2:22][CH2:21][N:20]([CH2:2][CH2:3][O:4][C:5](=[O:10])[C:6]([CH3:9])([CH3:8])[CH3:7])[CH2:19]1)=[O:24])([CH3:14])([CH3:12])[CH3:13], predict the reactants needed to synthesize it. The reactants are: Br[CH2:2][CH2:3][O:4][C:5](=[O:10])[C:6]([CH3:9])([CH3:8])[CH3:7].[C:11]([O:15][C:16](=[O:24])[NH:17][C@@H:18]1[CH2:23][CH2:22][CH2:21][NH:20][CH2:19]1)([CH3:14])([CH3:13])[CH3:12].C(=O)([O-])[O-].[K+].[K+].[I-].[Na+]. (2) Given the product [C:10]([C@@H:9]([NH:12][C:13]([C@@H:15]1[CH2:20][CH2:19][CH2:18][CH2:17][NH:16]1)=[O:14])[CH2:8][C:5]1[CH:6]=[N:7][C:2]([C:30]2[CH:31]=[CH:32][CH:33]=[CH:34][C:29]=2[OH:28])=[CH:3][CH:4]=1)#[N:11], predict the reactants needed to synthesize it. The reactants are: Br[C:2]1[N:7]=[CH:6][C:5]([CH2:8][C@H:9]([NH:12][C:13]([C@@H:15]2[CH2:20][CH2:19][CH2:18][CH2:17][N:16]2C(OC(C)(C)C)=O)=[O:14])[C:10]#[N:11])=[CH:4][CH:3]=1.[OH:28][C:29]1[CH:34]=[CH:33][CH:32]=[CH:31][C:30]=1B(O)O. (3) Given the product [NH2:16][C:11]1([CH2:10][C:7]2[CH:8]=[CH:9][C:4]([NH2:1])=[CH:5][CH:6]=2)[CH2:12][CH2:13][CH2:14][CH2:15]1, predict the reactants needed to synthesize it. The reactants are: [N+:1]([C:4]1[CH:9]=[CH:8][C:7]([CH2:10][C:11]2([N+:16]([O-])=O)[CH2:15][CH2:14][CH2:13][CH2:12]2)=[CH:6][CH:5]=1)([O-])=O. (4) Given the product [NH2:2][C:3]1[C:12]2[N:13]=[C:14]([CH2:41][CH2:42][O:43][CH3:44])[N:15]([CH2:16][CH2:17][CH2:18][N:19]([CH2:24][C:25]3[CH:26]=[CH:27][C:28]([O:39][CH3:40])=[C:29]([CH:38]=3)[O:30][CH2:31][C:32]([O:34][CH:35]([CH3:37])[CH3:36])=[O:33])[C:20](=[O:23])[CH2:21][N:46]([CH3:47])[CH3:45])[C:11]=2[C:10]2[CH:9]=[CH:8][CH:7]=[CH:6][C:5]=2[N:4]=1, predict the reactants needed to synthesize it. The reactants are: Cl.[NH2:2][C:3]1[C:12]2[N:13]=[C:14]([CH2:41][CH2:42][O:43][CH3:44])[N:15]([CH2:16][CH2:17][CH2:18][N:19]([CH2:24][C:25]3[CH:26]=[CH:27][C:28]([O:39][CH3:40])=[C:29]([CH:38]=3)[O:30][CH2:31][C:32]([O:34][CH:35]([CH3:37])[CH3:36])=[O:33])[C:20](=[O:23])[CH2:21]Cl)[C:11]=2[C:10]2[CH:9]=[CH:8][CH:7]=[CH:6][C:5]=2[N:4]=1.[CH3:45][NH:46][CH3:47].